This data is from Full USPTO retrosynthesis dataset with 1.9M reactions from patents (1976-2016). The task is: Predict the reactants needed to synthesize the given product. (1) Given the product [CH:41]1([CH:40]([C:13]2[C:14]3[CH2:15][C:16]4[C:21](=[CH:20][C:19]([C:29]([CH3:31])([CH3:32])[CH3:30])=[C:18]([C:33]5[CH:34]=[CH:35][CH:36]=[CH:37][CH:38]=5)[CH:17]=4)[C:22]=3[CH:23]=[C:24]([C:25]([CH3:26])([CH3:27])[CH3:28])[C:12]=2[C:6]2[CH:11]=[CH:10][CH:9]=[CH:8][CH:7]=2)[CH2:46][CH3:1])[CH:42]=[CH:43][CH:44]=[CH:45]1, predict the reactants needed to synthesize it. The reactants are: [CH2:1]([Li])CCC.[C:6]1([C:12]2[C:24]([C:25]([CH3:28])([CH3:27])[CH3:26])=[CH:23][C:22]3[C:21]4[C:16](=[CH:17][C:18]([C:33]5[CH:38]=[CH:37][CH:36]=[CH:35][CH:34]=5)=[C:19]([C:29]([CH3:32])([CH3:31])[CH3:30])[CH:20]=4)[CH2:15][C:14]=3[CH:13]=2)[CH:11]=[CH:10][CH:9]=[CH:8][CH:7]=1.C[C:40]([CH3:46])=[C:41]1[CH:45]=[CH:44][CH:43]=[CH:42]1. (2) Given the product [CH3:1][O:2][C:3]([C:5]1[CH:13]=[C:12]2[C:8]([C:9]3[C:17]([N:36]4[CH2:37][CH2:38][O:41][CH:40]([CH2:21][NH:25][C:26]([O:27][C:28]([CH3:31])([CH3:30])[CH3:29])=[O:32])[CH2:39]4)=[N:16][CH:15]=[N:14][C:10]=3[NH:11]2)=[CH:7][CH:6]=1)=[O:4], predict the reactants needed to synthesize it. The reactants are: [CH3:1][O:2][C:3]([C:5]1[CH:13]=[C:12]2[C:8]([C:9]3[C:17](Cl)=[N:16][CH:15]=[N:14][C:10]=3[NH:11]2)=[CH:7][CH:6]=1)=[O:4].N1CCO[CH:21]([N:25](C)[C:26](=[O:32])[O:27][C:28]([CH3:31])([CH3:30])[CH3:29])C1.C([N:36]([CH2:39][CH3:40])[CH2:37][CH3:38])C.[OH2:41]. (3) The reactants are: [C:1]([CH:5]1[CH2:14][CH2:13][C:12]2[N:11]=[C:10]([S:15][CH2:16][C:17]#[N:18])[C:9]([C:19]#[N:20])=[CH:8][C:7]=2[CH2:6]1)([CH3:4])([CH3:3])[CH3:2].ClC1C=C(C=CC=1)C(OO)=[O:26]. Given the product [C:1]([CH:5]1[CH2:14][CH2:13][C:12]2[N:11]=[C:10]([S:15]([CH2:16][C:17]#[N:18])=[O:26])[C:9]([C:19]#[N:20])=[CH:8][C:7]=2[CH2:6]1)([CH3:4])([CH3:2])[CH3:3], predict the reactants needed to synthesize it. (4) Given the product [C:29]([O:33][C:34](=[O:37])[CH2:35][N:8]1[C:9]2[C:5](=[CH:4][CH:3]=[C:2]([Cl:1])[CH:10]=2)[C:6]([C:11]([N:13]2[CH2:14][CH2:15][CH:16]([C:19]3[C:24]([O:25][CH3:26])=[CH:23][CH:22]=[CH:21][C:20]=3[O:27][CH3:28])[CH2:17][CH2:18]2)=[O:12])=[CH:7]1)([CH3:32])([CH3:31])[CH3:30], predict the reactants needed to synthesize it. The reactants are: [Cl:1][C:2]1[CH:10]=[C:9]2[C:5]([C:6]([C:11]([N:13]3[CH2:18][CH2:17][CH:16]([C:19]4[C:24]([O:25][CH3:26])=[CH:23][CH:22]=[CH:21][C:20]=4[O:27][CH3:28])[CH2:15][CH2:14]3)=[O:12])=[CH:7][NH:8]2)=[CH:4][CH:3]=1.[C:29]([O:33][C:34](=[O:37])[CH2:35]Br)([CH3:32])([CH3:31])[CH3:30]. (5) Given the product [O:33]1[CH2:34][CH2:35][N:30]([C:2]2[N:7]=[C:6]([N:8]3[CH2:11][CH2:10][CH:9]3[C:12]3[O:16][N:15]=[C:14]([C:17]4[CH:22]=[CH:21][CH:20]=[CH:19][N:18]=4)[CH:13]=3)[N:5]=[C:4]([NH:23][C:24]3[CH:28]=[C:27]([CH3:29])[NH:26][N:25]=3)[CH:3]=2)[CH2:31][CH2:32]1, predict the reactants needed to synthesize it. The reactants are: Cl[C:2]1[N:7]=[C:6]([N:8]2[CH2:11][CH2:10][CH:9]2[C:12]2[O:16][N:15]=[C:14]([C:17]3[CH:22]=[CH:21][CH:20]=[CH:19][N:18]=3)[CH:13]=2)[N:5]=[C:4]([NH:23][C:24]2[CH:28]=[C:27]([CH3:29])[NH:26][N:25]=2)[CH:3]=1.[NH:30]1[CH2:35][CH2:34][O:33][CH2:32][CH2:31]1. (6) Given the product [CH3:1][C:2]1[N:3]([C:7]2[CH:8]=[CH:9][C:10]([NH:13][C:14]3[N:15]=[C:16]([NH:45][CH2:44][C@@H:40]4[CH2:41][CH2:42][CH2:43][O:39]4)[C:17]4[CH2:23][N:22]([C:24]([O:26][C:27]([CH3:28])([CH3:30])[CH3:29])=[O:25])[CH2:21][CH2:20][C:18]=4[N:19]=3)=[CH:11][CH:12]=2)[CH:4]=[CH:5][N:6]=1, predict the reactants needed to synthesize it. The reactants are: [CH3:1][C:2]1[N:3]([C:7]2[CH:12]=[CH:11][C:10]([NH:13][C:14]3[N:15]=[C:16](OS(C(F)(F)F)(=O)=O)[C:17]4[CH2:23][N:22]([C:24]([O:26][C:27]([CH3:30])([CH3:29])[CH3:28])=[O:25])[CH2:21][CH2:20][C:18]=4[N:19]=3)=[CH:9][CH:8]=2)[CH:4]=[CH:5][N:6]=1.[O:39]1[CH2:43][CH2:42][CH2:41][C@H:40]1[CH2:44][NH2:45].